The task is: Predict the product of the given reaction.. This data is from Forward reaction prediction with 1.9M reactions from USPTO patents (1976-2016). Given the reactants [Cl:1][C:2]1[N:3]=[C:4]([C:9]2[CH:10]=[N:11][CH:12]=[CH:13][CH:14]=2)[S:5][C:6]=1[NH:7][CH3:8].N1C=CC=CC=1.[CH3:21][CH:22]([CH2:26][S:27][CH3:28])[C:23](Cl)=[O:24].C(O)(C(F)(F)F)=O, predict the reaction product. The product is: [Cl:1][C:2]1[N:3]=[C:4]([C:9]2[CH:10]=[N:11][CH:12]=[CH:13][CH:14]=2)[S:5][C:6]=1[N:7]([CH3:8])[C:23](=[O:24])[CH:22]([CH3:21])[CH2:26][S:27][CH3:28].